Predict the reactants needed to synthesize the given product. From a dataset of Full USPTO retrosynthesis dataset with 1.9M reactions from patents (1976-2016). (1) Given the product [ClH:14].[CH3:2][CH:3]1[CH:8]([C:9]([O:11][CH2:16][CH3:17])=[O:10])[CH2:7][CH2:6][NH:5][CH2:4]1, predict the reactants needed to synthesize it. The reactants are: Cl.[CH3:2][CH:3]1[CH:8]([C:9]([OH:11])=[O:10])[CH2:7][CH2:6][NH:5][CH2:4]1.O=S(Cl)[Cl:14].[CH3:16][CH2:17]O. (2) Given the product [C:1]([NH:5][C:6]1[N:13]=[C:12]([O:14][C:15]2[CH:20]=[CH:19][C:18]3[B:21]([OH:25])[O:22][CH2:23][C:17]=3[CH:16]=2)[CH:11]=[CH:10][C:7]=1[C:8]#[N:9])([CH3:3])([CH3:2])[CH3:4], predict the reactants needed to synthesize it. The reactants are: [C:1]([NH:5][C:6]1[N:13]=[C:12]([O:14][C:15]2[CH:20]=[CH:19][C:18]([B:21]3[O:25]C(C)(C)[C:23](C)(C)[O:22]3)=[C:17](C=O)[CH:16]=2)[CH:11]=[CH:10][C:7]=1[C:8]#[N:9])([CH3:4])([CH3:3])[CH3:2].[BH4-].[Na+].Cl. (3) Given the product [NH2:28][C:27]1[CH:29]=[CH:30][C:31]([C:2]2[N:3]=[C:4]([N:18]3[CH2:23][CH2:22][O:21][CH2:20][C@@H:19]3[CH3:24])[C:5]3[CH2:10][N:9]([C:11]([O:13][C:14]([CH3:17])([CH3:16])[CH3:15])=[O:12])[CH2:8][C:6]=3[N:7]=2)=[CH:32][C:26]=1[F:25], predict the reactants needed to synthesize it. The reactants are: Cl[C:2]1[N:3]=[C:4]([N:18]2[CH2:23][CH2:22][O:21][CH2:20][C@@H:19]2[CH3:24])[C:5]2[CH2:10][N:9]([C:11]([O:13][C:14]([CH3:17])([CH3:16])[CH3:15])=[O:12])[CH2:8][C:6]=2[N:7]=1.[F:25][C:26]1[CH:32]=[C:31](B2OC(C)(C)C(C)(C)O2)[CH:30]=[CH:29][C:27]=1[NH2:28]. (4) Given the product [CH:18]1[CH:17]=[N+:16]([CH:26]2[O:27][C@H:23]([CH2:22][O:39][P:40]([O-:43])([OH:42])=[O:41])[C@@H:24]([OH:38])[C@H:25]2[OH:37])[CH:15]=[C:14]([C:13]([NH2:21])=[O:20])[CH:19]=1.[C:13]([NH2:21])(=[O:20])[C:14]1[CH:19]=[CH:18][CH:17]=[N:16][CH:15]=1.[CH2:22]([O:39][P:40]([OH:43])([OH:42])=[O:41])[C@H:23]1[O:27][C@H:26]([O:28][P:29]([O:32][P:33]([OH:36])([OH:35])=[O:34])([OH:31])=[O:30])[C@H:25]([OH:37])[C@@H:24]1[OH:38], predict the reactants needed to synthesize it. The reactants are: C(O)C(N)(CO)CO.Cl.[Mg+2].[Cl-].[Cl-].[C:13]([NH2:21])(=[O:20])[C:14]1[CH:19]=[CH:18][CH:17]=[N:16][CH:15]=1.[CH2:22]([O:39][P:40]([OH:43])([OH:42])=[O:41])[C@H:23]1[O:27][C@H:26]([O:28][P:29]([O:32][P:33]([OH:36])([OH:35])=[O:34])([OH:31])=[O:30])[C@H:25]([OH:37])[C@@H:24]1[OH:38]. (5) Given the product [Cl:13][C:10]1[C:9]2[C:4](=[CH:5][C:6]([F:15])=[CH:7][C:8]=2[F:14])[N:3]=[C:2]([C:20]2[CH:21]=[N:22][CH:23]=[C:18]([S:17][CH3:16])[CH:19]=2)[C:11]=1[CH3:12], predict the reactants needed to synthesize it. The reactants are: Cl[C:2]1[C:11]([CH3:12])=[C:10]([Cl:13])[C:9]2[C:4](=[CH:5][C:6]([F:15])=[CH:7][C:8]=2[F:14])[N:3]=1.[CH3:16][S:17][C:18]1[CH:19]=[C:20](B(O)O)[CH:21]=[N:22][CH:23]=1.C(=O)([O-])[O-].[Na+].[Na+].O1CCOCC1.